Dataset: Reaction yield outcomes from USPTO patents with 853,638 reactions. Task: Predict the reaction yield, written as a fraction of the theoretical maximum amount of product (1.0 means a 100% yield; for example, 0.34 means a 34% yield). (1) The reactants are [N+](=C[Si](C)(C)C)=[N-].[Br:8][C:9]1[CH:14]=[CH:13][C:12]([CH2:15][C:16]([OH:18])=[O:17])=[C:11]([F:19])[CH:10]=1.[N+](=[CH2:22])=[N-]. The catalyst is C1(C)C=CC=CC=1.CO. The product is [Br:8][C:9]1[CH:14]=[CH:13][C:12]([CH2:15][C:16]([O:18][CH3:22])=[O:17])=[C:11]([F:19])[CH:10]=1. The yield is 0.910. (2) The reactants are [F:1][C:2]1[C:7]([CH2:8][OH:9])=[CH:6][CH:5]=[C:4]([NH:10][CH2:11][C:12]2[CH:17]=[CH:16][C:15]([O:18][CH3:19])=[CH:14][CH:13]=2)[N:3]=1. The catalyst is C(OCC)(=O)C.[O-2].[Mn+4].[O-2]. The product is [F:1][C:2]1[C:7]([CH:8]=[O:9])=[CH:6][CH:5]=[C:4]([NH:10][CH2:11][C:12]2[CH:17]=[CH:16][C:15]([O:18][CH3:19])=[CH:14][CH:13]=2)[N:3]=1. The yield is 0.990. (3) The yield is 0.256. The catalyst is C1(C)C=CC=CC=1.O.[Cl-].[Na+].O.Cl[Pd](Cl)([P](C1C=CC=CC=1)(C1C=CC=CC=1)C1C=CC=CC=1)[P](C1C=CC=CC=1)(C1C=CC=CC=1)C1C=CC=CC=1. The reactants are Cl[C:2]1[CH:7]=[CH:6][N:5]=[C:4]([NH2:8])[C:3]=1[N+:9]([O-:11])=[O:10].C([Sn](CCCC)(CCCC)[C:17]1[CH:22]=[CH:21][CH:20]=[CH:19][N:18]=1)CCC. The product is [N+:9]([C:3]1[C:4]([NH2:8])=[N:5][CH:6]=[CH:7][C:2]=1[C:17]1[CH:22]=[CH:21][CH:20]=[CH:19][N:18]=1)([O-:11])=[O:10]. (4) The reactants are [C:1]1([S:7]([N:10]2[C:14]3=[N:15][CH:16]=[C:17]([Cl:19])[CH:18]=[C:13]3[C:12](I)=[CH:11]2)(=[O:9])=[O:8])[CH:6]=[CH:5][CH:4]=[CH:3][CH:2]=1.C([Mg]Cl)(C)C.[C:26]([O:30][C:31](=[O:41])[NH:32][C:33]1[S:34][C:35]([CH:39]=[O:40])=[C:36]([Cl:38])[N:37]=1)([CH3:29])([CH3:28])[CH3:27].[Cl-].[NH4+]. The catalyst is O1CCCC1. The product is [C:26]([O:30][C:31](=[O:41])[NH:32][C:33]1[S:34][C:35]([CH:39]([C:12]2[C:13]3[C:14](=[N:15][CH:16]=[C:17]([Cl:19])[CH:18]=3)[N:10]([S:7]([C:1]3[CH:6]=[CH:5][CH:4]=[CH:3][CH:2]=3)(=[O:9])=[O:8])[CH:11]=2)[OH:40])=[C:36]([Cl:38])[N:37]=1)([CH3:29])([CH3:27])[CH3:28]. The yield is 0.603.